From a dataset of Catalyst prediction with 721,799 reactions and 888 catalyst types from USPTO. Predict which catalyst facilitates the given reaction. Reactant: [CH:1]1([C:7]2[C:11]([CH2:12][OH:13])=[CH:10][N:9]([C:14]3[CH:19]=[CH:18][C:17]([C:20]([F:23])([F:22])[F:21])=[CH:16][N:15]=3)[N:8]=2)[CH2:6][CH2:5][CH2:4][CH2:3][CH2:2]1.O[C:25]1[CH:26]=[C:27]([CH2:31][CH2:32][CH2:33][C:34]([O:36]CC)=[O:35])[CH:28]=[CH:29][CH:30]=1.C(P(CCCC)CCCC)CCC.N(C(N1CCCCC1)=O)=NC(N1CCCCC1)=O. Product: [CH:1]1([C:7]2[C:11]([CH2:12][O:13][C:29]3[CH:28]=[C:27]([CH2:31][CH2:32][CH2:33][C:34]([OH:36])=[O:35])[CH:26]=[CH:25][CH:30]=3)=[CH:10][N:9]([C:14]3[CH:19]=[CH:18][C:17]([C:20]([F:22])([F:21])[F:23])=[CH:16][N:15]=3)[N:8]=2)[CH2:2][CH2:3][CH2:4][CH2:5][CH2:6]1. The catalyst class is: 7.